Dataset: Catalyst prediction with 721,799 reactions and 888 catalyst types from USPTO. Task: Predict which catalyst facilitates the given reaction. (1) Reactant: C([O:3][C:4]([C:6]1[N:14]=[C:13]2[C:9]([N:10]=[CH:11][N:12]2[CH2:15][C:16]2[CH:21]=[CH:20][C:19]([O:22][CH3:23])=[CH:18][CH:17]=2)=[C:8]([C:24]2[O:25][CH:26]=[CH:27][CH:28]=2)[N:7]=1)=[CH2:5])C.CC(C)=O. The catalyst class is: 6. Product: [C:4]([C:6]1[N:14]=[C:13]2[C:9]([N:10]=[CH:11][N:12]2[CH2:15][C:16]2[CH:17]=[CH:18][C:19]([O:22][CH3:23])=[CH:20][CH:21]=2)=[C:8]([C:24]2[O:25][CH:26]=[CH:27][CH:28]=2)[N:7]=1)(=[O:3])[CH3:5]. (2) Reactant: [NH2:1][CH2:2][C@@H:3]1[CH2:9][C@@H:8]2[C@@H:6]([CH2:7]2)[CH2:5][N:4]1[C:10]([O:12][C:13]([CH3:16])([CH3:15])[CH3:14])=[O:11].CCN(C(C)C)C(C)C.Cl[C:27]1[N:32]=[CH:31][C:30]([C:33]([F:36])([F:35])[F:34])=[CH:29][N:28]=1.C([O-])(O)=O.[Na+]. Product: [F:34][C:33]([F:36])([F:35])[C:30]1[CH:29]=[N:28][C:27]([NH:1][CH2:2][C@@H:3]2[CH2:9][C@@H:8]3[C@@H:6]([CH2:7]3)[CH2:5][N:4]2[C:10]([O:12][C:13]([CH3:16])([CH3:15])[CH3:14])=[O:11])=[N:32][CH:31]=1. The catalyst class is: 16.